This data is from Full USPTO retrosynthesis dataset with 1.9M reactions from patents (1976-2016). The task is: Predict the reactants needed to synthesize the given product. (1) The reactants are: [C:1]1([C:7]([C:18]2[CH:23]=[CH:22][CH:21]=[CH:20][CH:19]=2)([C:12]2[CH:17]=[CH:16][CH:15]=[CH:14][CH:13]=2)[C:8]([NH:10][NH2:11])=O)[CH:6]=[CH:5][CH:4]=[CH:3][CH:2]=1.CO[C:26]1[CH2:27][CH2:28][CH2:29][CH2:30][CH2:31][CH2:32][N:33]=1. Given the product [C:7]([C:8]1[N:33]2[CH2:32][CH2:31][CH2:30][CH2:29][CH2:28][CH2:27][C:26]2=[N:11][N:10]=1)([C:18]1[CH:23]=[CH:22][CH:21]=[CH:20][CH:19]=1)([C:12]1[CH:17]=[CH:16][CH:15]=[CH:14][CH:13]=1)[C:1]1[CH:6]=[CH:5][CH:4]=[CH:3][CH:2]=1, predict the reactants needed to synthesize it. (2) Given the product [F:33][C:28]1[CH:27]=[C:26]([CH2:25][CH2:24][NH:23][C:19]2[N:18]=[C:17]([C:13]3[CH:14]=[CH:15][CH:16]=[C:11]([CH2:10][CH2:36][CH:37]4[CH2:41][CH2:42][NH:43][CH2:39][CH2:38]4)[CH:12]=3)[CH:22]=[CH:21][N:20]=2)[CH:31]=[CH:30][CH:29]=1, predict the reactants needed to synthesize it. The reactants are: C(N([CH2:10][C:11]1[CH:12]=[C:13]([C:17]2[CH:22]=[CH:21][N:20]=[C:19]([NH:23][CH2:24][CH2:25][C:26]3[CH:31]=[CH:30][C:29](O)=[C:28]([F:33])[CH:27]=3)[N:18]=2)[CH:14]=[CH:15][CH:16]=1)C1CCNCC1)C.FC1[CH:36]=[C:37]([CH2:41][CH2:42][NH2:43])[CH:38]=[CH:39]C=1. (3) Given the product [F:1][C:2]1[CH:3]=[C:4]([S:8]([C:11]2[CH:20]=[C:19]3[C:14]([CH2:15][CH2:16][C@H:17]([CH2:21][NH:22][C:25]([NH:24][CH3:23])=[O:26])[O:18]3)=[CH:13][CH:12]=2)(=[O:10])=[O:9])[CH:5]=[CH:6][CH:7]=1, predict the reactants needed to synthesize it. The reactants are: [F:1][C:2]1[CH:3]=[C:4]([S:8]([C:11]2[CH:20]=[C:19]3[C:14]([CH2:15][CH2:16][C@H:17]([CH2:21][NH2:22])[O:18]3)=[CH:13][CH:12]=2)(=[O:10])=[O:9])[CH:5]=[CH:6][CH:7]=1.[CH3:23][N:24]=[C:25]=[O:26]. (4) Given the product [NH2:8][CH2:9][CH2:10][N:11]1[CH:15]=[C:14]([N:16]2[C:24]3[C:19](=[CH:20][CH:21]=[C:22]([Cl:26])[C:23]=3[F:25])[C:18]([S:27][C:28]3[C:29]([F:39])=[C:30]([CH:36]=[CH:37][CH:38]=3)[C:31]([O:33][CH2:34][CH3:35])=[O:32])=[C:17]2[CH:40]2[CH2:42][CH2:41]2)[CH:13]=[N:12]1, predict the reactants needed to synthesize it. The reactants are: C(OC([NH:8][CH2:9][CH2:10][N:11]1[CH:15]=[C:14]([N:16]2[C:24]3[C:19](=[CH:20][CH:21]=[C:22]([Cl:26])[C:23]=3[F:25])[C:18]([S:27][C:28]3[C:29]([F:39])=[C:30]([CH:36]=[CH:37][CH:38]=3)[C:31]([O:33][CH2:34][CH3:35])=[O:32])=[C:17]2[CH:40]2[CH2:42][CH2:41]2)[CH:13]=[N:12]1)=O)(C)(C)C. (5) Given the product [CH3:13][O:12][N:14]=[CH:7][C:6]1[CH:9]=[CH:10][C:3]([O:2][CH3:1])=[CH:4][CH:5]=1, predict the reactants needed to synthesize it. The reactants are: [CH3:1][O:2][C:3]1[CH:10]=[CH:9][C:6]([CH:7]=O)=[CH:5][CH:4]=1.Cl.[O:12]([NH2:14])[CH3:13]. (6) Given the product [CH3:1][O:2][C:3]1[CH:8]=[CH:7][C:6]([O:9][CH3:10])=[CH:5][C:4]=1[CH:11]1[CH2:15][CH2:14][CH2:13][CH:12]1[CH2:16][O:17][S:36]([CH3:35])(=[O:38])=[O:37], predict the reactants needed to synthesize it. The reactants are: [CH3:1][O:2][C:3]1[CH:8]=[CH:7][C:6]([O:9][CH3:10])=[CH:5][C:4]=1[CH:11]1[CH2:15][CH2:14][CH2:13][CH:12]1[CH2:16][OH:17].CNC1C=CC=C(NC)N=1.C(N(CC)CC)C.[CH3:35][S:36](Cl)(=[O:38])=[O:37]. (7) Given the product [CH3:24][C:25]1[CH:26]=[C:27]2[C:31](=[CH:32][CH:33]=1)[NH:30][C:29](=[O:34])[C:28]2=[N:2][NH:1][C:3]1[CH:8]=[C:7]([N:9]2[CH2:10][CH2:11][O:12][CH2:13][CH2:14]2)[N:6]=[C:5]([O:15][CH2:16][CH2:17][N:18]2[CH2:19][CH2:20][O:21][CH2:22][CH2:23]2)[N:4]=1, predict the reactants needed to synthesize it. The reactants are: [NH:1]([C:3]1[CH:8]=[C:7]([N:9]2[CH2:14][CH2:13][O:12][CH2:11][CH2:10]2)[N:6]=[C:5]([O:15][CH2:16][CH2:17][N:18]2[CH2:23][CH2:22][O:21][CH2:20][CH2:19]2)[N:4]=1)[NH2:2].[CH3:24][C:25]1[CH:26]=[C:27]2[C:31](=[CH:32][CH:33]=1)[NH:30][C:29](=[O:34])[C:28]2=O.